Dataset: Forward reaction prediction with 1.9M reactions from USPTO patents (1976-2016). Task: Predict the product of the given reaction. (1) Given the reactants [C:1]([O:5][C:6]([NH:8][C:9]1[CH:10]=[C:11]([CH:17]=[CH:18][CH:19]=1)[C:12]([O:14][CH2:15][CH3:16])=[O:13])=[O:7])([CH3:4])([CH3:3])[CH3:2].CN(C=O)C.[H-].[Na+].Br[CH2:28][CH2:29][O:30][CH3:31], predict the reaction product. The product is: [C:1]([O:5][C:6]([N:8]([CH2:28][CH2:29][O:30][CH3:31])[C:9]1[CH:10]=[C:11]([CH:17]=[CH:18][CH:19]=1)[C:12]([O:14][CH2:15][CH3:16])=[O:13])=[O:7])([CH3:2])([CH3:3])[CH3:4]. (2) The product is: [Si:11]([C:5]#[C:4][CH:1]1[CH2:3][CH2:2]1)([C:14]([CH3:17])([CH3:16])[CH3:15])([CH3:13])[CH3:12]. Given the reactants [CH:1]1([C:4]#[CH:5])[CH2:3][CH2:2]1.[Li]CCCC.[Si:11](Cl)([C:14]([CH3:17])([CH3:16])[CH3:15])([CH3:13])[CH3:12], predict the reaction product. (3) Given the reactants [C:1]([C:4]1[CH:9]=[CH:8][C:7]([C:10]2[CH:15]=[CH:14][CH:13]=[CH:12][CH:11]=2)=[CH:6][C:5]=1[O:16][C@H:17]1[CH2:26][CH2:25][C@@H:24]2[C@H:19]([CH2:20][C@@H:21]([C:34]([OH:36])=[O:35])[N:22](C(OC(C)(C)C)=O)[CH2:23]2)[CH2:18]1)([OH:3])=[O:2].C(OCC)(=O)C.[ClH:43], predict the reaction product. The product is: [ClH:43].[C:1]([C:4]1[CH:9]=[CH:8][C:7]([C:10]2[CH:11]=[CH:12][CH:13]=[CH:14][CH:15]=2)=[CH:6][C:5]=1[O:16][C@H:17]1[CH2:26][CH2:25][C@@H:24]2[C@H:19]([CH2:20][C@@H:21]([C:34]([OH:36])=[O:35])[NH:22][CH2:23]2)[CH2:18]1)([OH:3])=[O:2]. (4) The product is: [Cl:1][C:2]1[CH:7]=[C:6]([Cl:8])[CH:5]=[CH:4][C:3]=1[C:9]1[N:10]=[C:11]([CH2:28][CH3:29])[C:12]([NH:17][C@@H:18]2[C:19]3[CH:46]=[CH:47][S:48][C:20]=3[CH2:22][CH2:21][C@H:26]2[CH2:25][CH2:24][CH3:23])=[N:13][C:14]=1[CH2:15][CH3:16]. Given the reactants [Cl:1][C:2]1[CH:7]=[C:6]([Cl:8])[CH:5]=[CH:4][C:3]=1[C:9]1[N:10]=[C:11]([CH2:28][CH3:29])[C:12]([NH:17][C@@H:18]2[C:26]3[C:21](=[CH:22][CH:23]=[CH:24][CH:25]=3)[CH2:20][C@@H:19]2O)=[N:13][C:14]=1[CH2:15][CH3:16].BrC1N=C(CC)C(N[C@@H]2C3[CH:46]=[CH:47][S:48]C=3CC[C@H]2CCC)=NC=1CC, predict the reaction product. (5) The product is: [C:1]([O:5][C:6]([N:8]1[CH2:13][CH2:12][CH:11]([O:14][C:15]2[CH:32]=[C:31]([N:33]3[CH2:34][CH2:35][CH2:36][CH2:37]3)[CH:30]=[CH:29][C:16]=2[C:17]([NH:19][C:20]2[CH:24]=[CH:23][S:22][C:21]=2[C:25]([OH:27])=[O:26])=[O:18])[CH2:10][CH2:9]1)=[O:7])([CH3:4])([CH3:2])[CH3:3]. Given the reactants [C:1]([O:5][C:6]([N:8]1[CH2:13][CH2:12][CH:11]([O:14][C:15]2[CH:32]=[C:31]([N:33]3[CH2:37][CH2:36][CH2:35][CH2:34]3)[CH:30]=[CH:29][C:16]=2[C:17]([NH:19][C:20]2[CH:24]=[CH:23][S:22][C:21]=2[C:25]([O:27]C)=[O:26])=[O:18])[CH2:10][CH2:9]1)=[O:7])([CH3:4])([CH3:3])[CH3:2].CCO.[OH-].[K+], predict the reaction product. (6) Given the reactants [F:1][CH:2]([F:33])[N:3]1[C:7]([C:8]2[CH:9]=[C:10]([C@@H:14]([NH:18][C:19](=[O:25])[O:20][C:21]([CH3:24])([CH3:23])[CH3:22])[CH2:15][CH:16]=[CH2:17])[CH:11]=[CH:12][CH:13]=2)=[C:6]([NH:26][C:27](=[O:32])[C@H:28](C)[CH:29]=C)[CH:5]=[N:4]1, predict the reaction product. The product is: [F:1][CH:2]([F:33])[N:3]1[N:4]=[CH:5][C:6]2[NH:26][C:27](=[O:32])[C@H:28]([CH3:29])[CH:17]=[CH:16][CH2:15][C@H:14]([NH:18][C:19](=[O:25])[O:20][C:21]([CH3:23])([CH3:22])[CH3:24])[C:10]3[CH:9]=[C:8]([CH:13]=[CH:12][CH:11]=3)[C:7]1=2. (7) Given the reactants [N:1]([C@H:4]1[C:13]2[C:8](=[CH:9][CH:10]=[C:11]([F:14])[CH:12]=2)[O:7][C:6]([CH2:17][F:18])([CH2:15][F:16])[CH2:5]1)=[N+]=[N-], predict the reaction product. The product is: [F:14][C:11]1[CH:12]=[C:13]2[C:8](=[CH:9][CH:10]=1)[O:7][C:6]([CH2:15][F:16])([CH2:17][F:18])[CH2:5][C@H:4]2[NH2:1].